This data is from Catalyst prediction with 721,799 reactions and 888 catalyst types from USPTO. The task is: Predict which catalyst facilitates the given reaction. (1) Reactant: [CH2:1]([C:3]1[N:4]=[C:5]2[C:10]([C:11]3[C:16]([CH3:17])=[CH:15][C:14]([CH3:18])=[CH:13][C:12]=3[O:19][CH3:20])=[N:9][CH:8]=[CH:7][N:6]2[C:21]=1[C:22](O)([CH2:26][CH2:27][CH3:28])[CH2:23][CH2:24][CH3:25])[CH3:2].C(N(CC)CC)C.CS(Cl)(=O)=O.C(=O)(O)[O-].[Na+]. Product: [CH3:20][O:19][C:12]1[CH:13]=[C:14]([CH3:18])[CH:15]=[C:16]([CH3:17])[C:11]=1[C:10]1[C:5]2[N:6]([C:21](/[C:22](/[CH2:26][CH2:27][CH3:28])=[CH:23]\[CH2:24][CH3:25])=[C:3]([CH2:1][CH3:2])[N:4]=2)[CH:7]=[CH:8][N:9]=1. The catalyst class is: 2. (2) Reactant: [NH2:1][C:2]1[C:3]([C:9]([NH:11][C:12]2[CH:13]=[N:14][CH:15]=[CH:16][C:17]=2[C@@H:18]2[CH2:23][C@H:22]([CH3:24])[C@:21]([OH:26])([CH3:25])[C@H:20]([O:27][Si:28]([C:31]([CH3:34])([CH3:33])[CH3:32])([CH3:30])[CH3:29])[CH2:19]2)=[O:10])=[N:4][C:5](Br)=[CH:6][CH:7]=1.[CH3:35][C:36]1([CH3:52])[C:40]([CH3:42])([CH3:41])[O:39][B:38]([B:38]2[O:39][C:40]([CH3:42])([CH3:41])[C:36]([CH3:52])([CH3:35])[O:37]2)[O:37]1.C1(P(C2CCCCC2)C2CCCCC2)CCCCC1. Product: [NH2:1][C:2]1[C:3]([C:9]([NH:11][C:12]2[CH:13]=[N:14][CH:15]=[CH:16][C:17]=2[C@@H:18]2[CH2:23][C@H:22]([CH3:24])[C@:21]([OH:26])([CH3:25])[C@H:20]([O:27][Si:28]([C:31]([CH3:34])([CH3:33])[CH3:32])([CH3:30])[CH3:29])[CH2:19]2)=[O:10])=[N:4][C:5]([B:38]2[O:39][C:40]([CH3:42])([CH3:41])[C:36]([CH3:52])([CH3:35])[O:37]2)=[CH:6][CH:7]=1. The catalyst class is: 102. (3) Reactant: Br[CH2:2][CH2:3][OH:4].[NH:5]1[CH2:10][CH2:9][CH2:8][CH2:7][CH2:6]1. Product: [N:5]1([CH2:2][CH2:3][OH:4])[CH2:10][CH2:9][CH2:8][CH2:7][CH2:6]1. The catalyst class is: 2. (4) Reactant: [Br:1]Br.[F:3][C:4]1[CH:11]=[CH:10][C:7]([CH:8]=[O:9])=[C:6]([OH:12])[CH:5]=1. Product: [Br:1][C:11]1[C:4]([F:3])=[CH:5][C:6]([OH:12])=[C:7]([CH:10]=1)[CH:8]=[O:9]. The catalyst class is: 22.